The task is: Predict the product of the given reaction.. This data is from Forward reaction prediction with 1.9M reactions from USPTO patents (1976-2016). Given the reactants [F:1][C:2]1[CH:10]=[CH:9][C:8]([OH:11])=[CH:7][C:3]=1[C:4]([OH:6])=[O:5].O.N.[I:14]I.[I-].[K+].Cl, predict the reaction product. The product is: [F:1][C:2]1[CH:10]=[C:9]([I:14])[C:8]([OH:11])=[CH:7][C:3]=1[C:4]([OH:6])=[O:5].